Dataset: Peptide-MHC class I binding affinity with 185,985 pairs from IEDB/IMGT. Task: Regression. Given a peptide amino acid sequence and an MHC pseudo amino acid sequence, predict their binding affinity value. This is MHC class I binding data. (1) The peptide sequence is VIANSTNAT. The MHC is HLA-A23:01 with pseudo-sequence HLA-A23:01. The binding affinity (normalized) is 0.0847. (2) The peptide sequence is VTPEYIKDL. The MHC is HLA-A11:01 with pseudo-sequence HLA-A11:01. The binding affinity (normalized) is 0. (3) The peptide sequence is DTVLEEMNL. The MHC is HLA-B58:01 with pseudo-sequence HLA-B58:01. The binding affinity (normalized) is 0.142.